From a dataset of Full USPTO retrosynthesis dataset with 1.9M reactions from patents (1976-2016). Predict the reactants needed to synthesize the given product. (1) Given the product [F:31][C:29]1[CH:28]=[C:27]([F:32])[CH:26]=[C:25]2[C:30]=1[C:21]([NH:13][C:11]1[C:10]([C:14]3[CH:19]=[N:18][CH:17]=[N:16][CH:15]=3)=[CH:9][N:8]=[C:7]([N:4]3[CH2:3][CH2:2][O:1][CH2:6][CH2:5]3)[CH:12]=1)=[C:22]([CH3:39])[C:23]([C:33]1[CH:38]=[CH:37][CH:36]=[CH:35][N:34]=1)=[N:24]2, predict the reactants needed to synthesize it. The reactants are: [O:1]1[CH2:6][CH2:5][N:4]([C:7]2[CH:12]=[C:11]([NH2:13])[C:10]([C:14]3[CH:15]=[N:16][CH:17]=[N:18][CH:19]=3)=[CH:9][N:8]=2)[CH2:3][CH2:2]1.Cl[C:21]1[C:30]2[C:25](=[CH:26][C:27]([F:32])=[CH:28][C:29]=2[F:31])[N:24]=[C:23]([C:33]2[CH:38]=[CH:37][CH:36]=[CH:35][N:34]=2)[C:22]=1[CH3:39].C1(P(C2CCCCC2)C2(CCC)CC(CCC)=CC(CCC)=C2C2C=CC=CC=2)CCCCC1.CC(C1C=C(C(C)C)C(C2C=CC=CC=2P(C2CCCCC2)C2CCCCC2)=C(C(C)C)C=1)C.CC(C)([O-])C.[Na+]. (2) Given the product [CH3:40][N:41]([CH2:31][C:28]1[CH:27]=[C:26]([CH2:25][NH:24][C:20]2[N:21]=[C:22]([NH:16][C:13]3[CH:12]=[C:11]([CH2:10][CH2:9][C:5]4[CH:6]=[N:7][CH:8]=[C:3]([O:2][CH3:1])[CH:4]=4)[NH:15][N:14]=3)[CH:23]=[CH:18][N:19]=2)[O:30][N:29]=1)[CH3:42], predict the reactants needed to synthesize it. The reactants are: [CH3:1][O:2][C:3]1[CH:4]=[C:5]([CH2:9][CH2:10][C:11]2[NH:15][N:14]=[C:13]([NH2:16])[CH:12]=2)[CH:6]=[N:7][CH:8]=1.Cl[C:18]1[CH:23]=[CH:22][N:21]=[C:20]([NH:24][CH2:25][C:26]2[O:30][N:29]=[C:28]([CH2:31]Cl)[CH:27]=2)[N:19]=1.Cl.O1CCOCC1.[CH3:40][NH:41][CH3:42]. (3) Given the product [CH3:20][NH:19][C:15]1[CH:14]=[C:13]([C:12]2[C:7]([O:6][C:5]3[CH:21]=[CH:22][C:2]([NH:1][C:24]4[C:33]5[C:28](=[CH:29][CH:30]=[CH:31][CH:32]=5)[C:27]([C:34]5[CH:39]=[CH:38][CH:37]=[CH:36][CH:35]=5)=[N:26][N:25]=4)=[CH:3][CH:4]=3)=[N:8][CH:9]=[CH:10][CH:11]=2)[CH:18]=[CH:17][N:16]=1, predict the reactants needed to synthesize it. The reactants are: [NH2:1][C:2]1[CH:22]=[CH:21][C:5]([O:6][C:7]2[C:12]([C:13]3[CH:18]=[CH:17][N:16]=[C:15]([NH:19][CH3:20])[CH:14]=3)=[CH:11][CH:10]=[CH:9][N:8]=2)=[CH:4][CH:3]=1.Cl[C:24]1[C:33]2[C:28](=[CH:29][CH:30]=[CH:31][CH:32]=2)[C:27]([C:34]2[CH:39]=[CH:38][CH:37]=[CH:36][CH:35]=2)=[N:26][N:25]=1.CC(O)(C)C. (4) Given the product [CH:9]([C:8]1[CH:11]=[CH:12][C:5]([S:2]([NH:20][C:19]2[CH:21]=[CH:22][C:16]([O:15][C:14]([F:13])([F:23])[F:24])=[CH:17][CH:18]=2)(=[O:4])=[O:3])=[CH:6][CH:7]=1)=[O:10], predict the reactants needed to synthesize it. The reactants are: Cl[S:2]([C:5]1[CH:12]=[CH:11][C:8]([CH:9]=[O:10])=[CH:7][CH:6]=1)(=[O:4])=[O:3].[F:13][C:14]([F:24])([F:23])[O:15][C:16]1[CH:22]=[CH:21][C:19]([NH2:20])=[CH:18][CH:17]=1.N1C=CC=CC=1.Cl. (5) Given the product [F:21][C:19]1[CH:18]=[CH:17][C:15]2=[N:16][N:12]([CH2:8][CH2:9][C:10]#[C:11][C:2]3[CH:7]=[CH:6][CH:5]=[CH:4][N:3]=3)[N:13]=[C:14]2[CH:20]=1, predict the reactants needed to synthesize it. The reactants are: Br[C:2]1[CH:7]=[CH:6][CH:5]=[CH:4][N:3]=1.[CH2:8]([N:12]1[N:16]=[C:15]2[CH:17]=[CH:18][C:19]([F:21])=[CH:20][C:14]2=[N:13]1)[CH2:9][C:10]#[CH:11]. (6) Given the product [OH:1][C:2]1[C:11]2[C:6](=[N:7][CH:8]=[CH:9][CH:10]=2)[N:5]([C:12]2[CH:13]=[CH:14][CH:15]=[CH:16][CH:17]=2)[C:4](=[O:18])[C:3]=1[C:33](=[O:34])[CH2:32][C:29]1[CH:30]=[CH:31][C:26]([O:25][C:24]([F:36])([F:23])[F:37])=[CH:27][CH:28]=1, predict the reactants needed to synthesize it. The reactants are: [OH:1][C:2]1[C:11]2[C:6](=[N:7][CH:8]=[CH:9][CH:10]=2)[N:5]([C:12]2[CH:17]=[CH:16][CH:15]=[CH:14][CH:13]=2)[C:4](=[O:18])[CH:3]=1.[H-].[Na+].[H][H].[F:23][C:24]([F:37])([F:36])[O:25][C:26]1[CH:31]=[CH:30][C:29]([CH2:32][C:33](Cl)=[O:34])=[CH:28][CH:27]=1.C(=O)([O-])O.[Na+].